From a dataset of Forward reaction prediction with 1.9M reactions from USPTO patents (1976-2016). Predict the product of the given reaction. (1) Given the reactants [C:1](Cl)(=[O:12])[CH2:2][CH2:3][CH2:4][CH2:5][CH2:6][CH2:7][CH2:8][CH2:9][CH:10]=[CH2:11].[CH2:14]([NH2:17])[CH2:15][NH2:16].C(N([CH2:23][CH3:24])CC)C.[O:25]1[CH2:29][CH2:28][CH2:27][CH2:26]1, predict the reaction product. The product is: [CH2:14]([NH:17][C:26](=[O:25])[CH2:27][CH2:28][CH2:29][CH2:1][CH2:2][CH2:3][CH2:4][CH2:5][CH:23]=[CH2:24])[CH2:15][NH:16][C:1](=[O:12])[CH2:2][CH2:3][CH2:4][CH2:5][CH2:6][CH2:7][CH2:8][CH2:9][CH:10]=[CH2:11]. (2) Given the reactants [Br:1][C:2]1[N:6]2[N:7]=[CH:8][CH:9]=[C:10]([N:11]3[CH2:16][CH2:15][O:14][CH2:13][CH2:12]3)[C:5]2=[N:4][C:3]=1[CH:17]=O.[C:19]([O-])([O-])=O.[K+].[K+].[N+](=C(P(=O)(OC)OC)C(=O)C)=[N-], predict the reaction product. The product is: [Br:1][C:2]1[N:6]2[N:7]=[CH:8][CH:9]=[C:10]([N:11]3[CH2:16][CH2:15][O:14][CH2:13][CH2:12]3)[C:5]2=[N:4][C:3]=1[C:17]#[CH:19]. (3) Given the reactants [ClH:1].[CH3:2][C:3]1[CH:8]=[CH:7][C:6]([C:9]2[CH2:10][CH2:11][N:12]([CH2:15][CH2:16][CH3:17])[CH2:13][CH:14]=2)=[C:5]([CH:18]2[CH2:23][C:22]([CH3:25])([CH3:24])[CH2:21][C:20]([CH3:27])([CH3:26])[CH2:19]2)[CH:4]=1, predict the reaction product. The product is: [ClH:1].[CH3:2][C:3]1[CH:8]=[CH:7][C:6]([CH:9]2[CH2:10][CH2:11][N:12]([CH2:15][CH2:16][CH3:17])[CH2:13][CH2:14]2)=[C:5]([CH:18]2[CH2:19][C:20]([CH3:27])([CH3:26])[CH2:21][C:22]([CH3:24])([CH3:25])[CH2:23]2)[CH:4]=1. (4) Given the reactants Br[C:2]1[CH:7]=[CH:6][CH:5]=[CH:4][C:3]=1[NH:8][C:9]1[N:14]=[C:13]([NH:15][CH2:16][C:17]2[O:18][CH:19]=[CH:20][CH:21]=2)[N:12]=[C:11]([O:22][CH2:23][CH3:24])[N:10]=1.[N:25]1[CH:30]=[CH:29][CH:28]=[C:27](B(O)O)[CH:26]=1.C([O-])([O-])=O.[Na+].[Na+].C(COC)OC, predict the reaction product. The product is: [CH2:23]([O:22][C:11]1[N:12]=[C:13]([NH:15][CH2:16][C:17]2[O:18][CH:19]=[CH:20][CH:21]=2)[N:14]=[C:9]([NH:8][C:3]2[CH:4]=[CH:5][CH:6]=[CH:7][C:2]=2[C:27]2[CH:26]=[N:25][CH:30]=[CH:29][CH:28]=2)[N:10]=1)[CH3:24]. (5) Given the reactants Br[C:2]1[CH:3]=[C:4]([CH:15]([CH2:21][CH:22]([CH3:24])[CH3:23])[C:16]([O:18][CH2:19][CH3:20])=[O:17])[CH:5]=[C:6]([Cl:14])[C:7]=1[O:8][CH2:9][C:10]([F:13])([F:12])[F:11].[F:25][C:26]([F:37])([F:36])[C:27]1[CH:32]=[CH:31][C:30](B(O)O)=[CH:29][CH:28]=1.[F-].[Cs+], predict the reaction product. The product is: [Cl:14][C:6]1[CH:5]=[C:4]([CH:15]([CH2:21][CH:22]([CH3:24])[CH3:23])[C:16]([O:18][CH2:19][CH3:20])=[O:17])[CH:3]=[C:2]([C:30]2[CH:31]=[CH:32][C:27]([C:26]([F:37])([F:36])[F:25])=[CH:28][CH:29]=2)[C:7]=1[O:8][CH2:9][C:10]([F:13])([F:12])[F:11]. (6) Given the reactants [CH3:1][N:2]1[C:11]2[C:6](=[CH:7][CH:8]=[CH:9][CH:10]=2)[CH2:5][CH2:4][CH2:3]1.O=P(Cl)(Cl)Cl.CN([CH:20]=[O:21])C, predict the reaction product. The product is: [CH3:1][N:2]1[C:11]2[C:6](=[CH:7][C:8]([CH:20]=[O:21])=[CH:9][CH:10]=2)[CH2:5][CH2:4][CH2:3]1. (7) Given the reactants [C:9](O[C:9]([O:11][C:12]([CH3:15])([CH3:14])[CH3:13])=[O:10])([O:11][C:12]([CH3:15])([CH3:14])[CH3:13])=[O:10].[OH:16][C:17]1[CH:22]=[CH:21][C:20]([N:23]2[CH2:28][CH2:27][NH:26][CH2:25][CH2:24]2)=[CH:19][CH:18]=1, predict the reaction product. The product is: [OH:16][C:17]1[CH:18]=[CH:19][C:20]([N:23]2[CH2:28][CH2:27][N:26]([C:9]([O:11][C:12]([CH3:13])([CH3:14])[CH3:15])=[O:10])[CH2:25][CH2:24]2)=[CH:21][CH:22]=1. (8) Given the reactants CCCC[N+:5]([CH2:14][CH2:15][CH2:16][CH3:17])([CH2:10][CH2:11][CH2:12][CH3:13])CCCC.[F-], predict the reaction product. The product is: [NH:5]1[C:10]2[C:16](=[CH:17][CH:13]=[CH:12][CH:11]=2)[CH:15]=[CH:14]1. (9) The product is: [CH3:1][N:2]1[C:5]2[C:18](=[CH:19][C:11]([N+:8]([O-:10])=[O:9])=[CH:12][CH:13]=2)[CH:17]=[CH:3]1. Given the reactants [CH3:1][N:2]([CH3:5])[CH:3]=O.[OH-].[Na+].[N+:8]([C:11]1[CH:12]=[C:13]2[C:17](=[CH:18][CH:19]=1)NC=C2)([O-:10])=[O:9].S(OC)(OC)(=O)=O, predict the reaction product. (10) The product is: [CH:1]1[C:10]2[C:5](=[CH:6][C:19]([C:20]([OH:21])=[O:13])=[CH:8][CH:9]=2)[CH:4]=[CH:3][N:2]=1. Given the reactants [CH:1]1[C:10]2[C:5](=[CH:6]C(C#N)=[CH:8][CH:9]=2)[CH:4]=[CH:3][N:2]=1.[OH-:13].[K+].Cl.C(O)CO[CH2:19][CH2:20][OH:21], predict the reaction product.